This data is from Experimentally validated miRNA-target interactions with 360,000+ pairs, plus equal number of negative samples. The task is: Binary Classification. Given a miRNA mature sequence and a target amino acid sequence, predict their likelihood of interaction. (1) The miRNA is hsa-miR-595 with sequence GAAGUGUGCCGUGGUGUGUCU. The protein sequence of the target gene is MRYADPSANRDLLGSRTLLFIFICAFALVTLLQQILYGRNYIKRYFEFYEGPFEYNSTRCLELRHEILEVKVLSMVKQSELFDRWKSLQMCKWAMNISEANQFKSTLSRCCNAPAFLFTTQKNTPLGTKLKYEVDTSGIYHINQEIFRMFPKDMPYYRSQFKKCAVVGNGGILKNSRCGREINSADFVFRCNLPPISEKYTMDVGVKTDVVTVNPSIITERFHKLEKWRRPFYRVLQVYENASVLLPAFYNTRNTDVSIRVKYVLDDFESPQAVYYFHPQYLVNVSRYWLSLGVRAKRIS.... Result: 1 (interaction). (2) The miRNA is hsa-miR-5681a with sequence AGAAAGGGUGGCAAUACCUCUU. The protein sequence of the target gene is MMSEHDLADVVQIAVEDLSPDHPVVLENHVVTDEDEPALKRQRLEINCQDPSIKTICLRLDSIEAKLQALEATCKSLEEKLDLVTNKQHSPIQVPMVAGSPLGATQTCNKVRCVVPQTTVILNNDRQNAIVAKMEDPLSNRAPDSLENVISNAVPGRRQNTIVVKVPGQEDSHHEDGESGSEASDSVSSCGQAGSQSIGSNVTLITLNSEEDYPNGTWLGDENNPEMRVRCAIIPSDMLHISTNCRTAEKMALTLLDYLFHREVQAVSNLSGQGKHGKKQLDPLTIYGIRCHLFYKFGIT.... Result: 1 (interaction).